This data is from Merck oncology drug combination screen with 23,052 pairs across 39 cell lines. The task is: Regression. Given two drug SMILES strings and cell line genomic features, predict the synergy score measuring deviation from expected non-interaction effect. (1) Drug 1: CN1C(=O)C=CC2(C)C3CCC4(C)C(NC(=O)OCC(F)(F)F)CCC4C3CCC12. Drug 2: O=c1[nH]cc(F)c(=O)[nH]1. Cell line: SKOV3. Synergy scores: synergy=-5.47. (2) Drug 1: CS(=O)(=O)CCNCc1ccc(-c2ccc3ncnc(Nc4ccc(OCc5cccc(F)c5)c(Cl)c4)c3c2)o1. Drug 2: O=C(NOCC(O)CO)c1ccc(F)c(F)c1Nc1ccc(I)cc1F. Cell line: MDAMB436. Synergy scores: synergy=8.11. (3) Drug 1: O=C(CCCCCCC(=O)Nc1ccccc1)NO. Drug 2: CCc1cnn2c(NCc3ccc[n+]([O-])c3)cc(N3CCCCC3CCO)nc12. Cell line: SKMEL30. Synergy scores: synergy=-16.3. (4) Drug 1: COC12C(COC(N)=O)C3=C(C(=O)C(C)=C(N)C3=O)N1CC1NC12. Drug 2: C#Cc1cccc(Nc2ncnc3cc(OCCOC)c(OCCOC)cc23)c1. Cell line: PA1. Synergy scores: synergy=-86.6.